Dataset: Reaction yield outcomes from USPTO patents with 853,638 reactions. Task: Predict the reaction yield, written as a fraction of the theoretical maximum amount of product (1.0 means a 100% yield; for example, 0.34 means a 34% yield). (1) The reactants are [Cl:1][C:2]1[CH:7]=[CH:6][C:5]([N:8]2[CH2:13][CH2:12][CH:11]([N:14]3[CH2:18][CH2:17][CH:16]([NH2:19])[CH2:15]3)[CH2:10][CH2:9]2)=[CH:4][C:3]=1[NH:20][C@@H:21]([C:23]1[CH:28]=[CH:27][C:26]([Cl:29])=[CH:25][C:24]=1[Cl:30])[CH3:22].C[Si]([N:35]=[C:36]=[O:37])(C)C. The catalyst is C1COCC1.C(O)(=O)C. The product is [Cl:1][C:2]1[CH:7]=[CH:6][C:5]([N:8]2[CH2:13][CH2:12][CH:11]([N:14]3[CH2:18][CH2:17][CH:16]([NH:19][C:36]([NH2:35])=[O:37])[CH2:15]3)[CH2:10][CH2:9]2)=[CH:4][C:3]=1[NH:20][C@@H:21]([C:23]1[CH:28]=[CH:27][C:26]([Cl:29])=[CH:25][C:24]=1[Cl:30])[CH3:22]. The yield is 0.260. (2) The reactants are [O:1]=[C:2]1[C:14]2[C:9](=[N:10][C:11](C#N)=[C:12]([C:15]#[N:16])[N:13]=2)[C:8]2[CH:7]=[CH:6][CH:5]=[CH:4][C:3]1=2.C([O-])(=O)C.[NH4+:23].[O-]S([O-])(=O)=O.[Na+].[Na+]. The catalyst is C1COCC1. The product is [NH2:23][C:11]1[N:10]=[C:9]2[C:8]3[CH:7]=[CH:6][CH:5]=[CH:4][C:3]=3[C:2](=[O:1])[C:14]2=[N:13][C:12]=1[C:15]#[N:16]. The yield is 0.900. (3) The reactants are [CH2:1]([CH:4]1[CH2:9][CH2:8][CH:7]([C:10]([OH:12])=[O:11])[CH2:6][CH2:5]1)[C:2]#[CH:3].[CH2:13](Cl)Cl.CO.[Si](C=[N+]=[N-])(C)(C)C. The catalyst is C(O)(=O)C. The product is [CH2:1]([CH:4]1[CH2:9][CH2:8][CH:7]([C:10]([O:12][CH3:13])=[O:11])[CH2:6][CH2:5]1)[C:2]#[CH:3]. The yield is 0.800. (4) The catalyst is ClCCCl.C([O-])(O)=O.[Na+]. The yield is 0.200. The product is [O:61]=[S:58]1(=[O:62])[CH2:57][CH2:56][N:55]([C:52]([CH3:54])([CH3:53])[CH2:51][NH:50][CH2:34][C@:18]23[CH2:30][CH2:29][C@@H:28]([C:31]([CH3:33])=[CH2:32])[C@@H:19]2[C@@H:20]2[C@@:15]([CH3:36])([CH2:16][CH2:17]3)[C@@:14]3([CH3:37])[C@@H:23]([C@:24]4([CH3:27])[C@@H:11]([CH2:12][CH2:13]3)[C:10]([CH3:38])([CH3:39])[C:9]([C:6]3[CH2:7][CH2:8][C@@:3]([CH2:2][F:1])([C:40]([O:42][CH2:43][C:44]5[CH:45]=[CH:46][CH:47]=[CH:48][CH:49]=5)=[O:41])[CH2:4][CH:5]=3)=[CH:26][CH2:25]4)[CH2:22][CH2:21]2)[CH2:60][CH2:59]1. The reactants are [F:1][CH2:2][C@@:3]1([C:40]([O:42][CH2:43][C:44]2[CH:49]=[CH:48][CH:47]=[CH:46][CH:45]=2)=[O:41])[CH2:8][CH2:7][C:6]([C:9]2[C:10]([CH3:39])([CH3:38])[C@H:11]3[C@:24]([CH3:27])([CH2:25][CH:26]=2)[C@@H:23]2[C@:14]([CH3:37])([C@@:15]4([CH3:36])[C@H:20]([CH2:21][CH2:22]2)[C@H:19]2[C@H:28]([C:31]([CH3:33])=[CH2:32])[CH2:29][CH2:30][C@:18]2([CH:34]=O)[CH2:17][CH2:16]4)[CH2:13][CH2:12]3)=[CH:5][CH2:4]1.[NH2:50][CH2:51][C:52]([N:55]1[CH2:60][CH2:59][S:58](=[O:62])(=[O:61])[CH2:57][CH2:56]1)([CH3:54])[CH3:53].C([BH3-])#N.[Na+].CC(O)=O. (5) The reactants are [F:1][C:2]1[CH:7]=[CH:6][C:5]([CH:8]([OH:21])[C:9]2[N:18]=[C:17]([OH:19])[C:16]3[C:11](=[CH:12][C:13]([CH3:20])=[CH:14][CH:15]=3)[N:10]=2)=[CH:4][CH:3]=1.CC(OI1(OC(C)=O)(OC(C)=O)OC(=O)C2C=CC=CC1=2)=O.C(=O)([O-])O.[Na+]. The catalyst is C(#N)C. The product is [F:1][C:2]1[CH:3]=[CH:4][C:5]([C:8]([C:9]2[N:18]=[C:17]([OH:19])[C:16]3[C:11](=[CH:12][C:13]([CH3:20])=[CH:14][CH:15]=3)[N:10]=2)=[O:21])=[CH:6][CH:7]=1. The yield is 0.890. (6) The reactants are [CH3:1][N:2]([S:15]([C:18]1[S:19][CH:20]=[CH:21][CH:22]=1)(=[O:17])=[O:16])[C:3]1[CH:4]=[CH:5][CH:6]=[C:7]2[C:11]=1[NH:10][C:9]([C:12](=[S:14])[NH2:13])=[CH:8]2.[C:23]([O:28][CH2:29][CH3:30])(=[O:27])[C:24]#[C:25][CH3:26].C(P(CCCC)CCCC)CCC.O1CCCC1. The catalyst is C1(C)C=CC=CC=1. The product is [CH2:29]([O:28][C:23](=[O:27])[CH2:24][CH:25]1[S:14][C:12]([C:9]2[NH:10][C:11]3[C:7]([CH:8]=2)=[CH:6][CH:5]=[CH:4][C:3]=3[N:2]([CH3:1])[S:15]([C:18]2[S:19][CH:20]=[CH:21][CH:22]=2)(=[O:17])=[O:16])=[N:13][CH2:26]1)[CH3:30]. The yield is 0.500. (7) The reactants are C[O:2][C:3](=O)[C:4]1[CH:9]=[CH:8][C:7]([CH2:10][N:11]([CH:19]([C:26]2[CH:31]=[CH:30][CH:29]=[CH:28][N:27]=2)[C:20]2[CH:25]=[CH:24][CH:23]=[CH:22][N:21]=2)[CH2:12][C:13]2[CH:18]=[CH:17][CH:16]=[CH:15][N:14]=2)=[N:6][CH:5]=1.[NH2:33][CH2:34][CH2:35][CH2:36][NH2:37].[C-]#N.[Na+].O. The catalyst is CO. The product is [NH2:33][CH2:34][CH2:35][CH2:36][NH:37][C:3](=[O:2])[C:4]1[CH:9]=[CH:8][C:7]([CH2:10][N:11]([CH:19]([C:20]2[CH:25]=[CH:24][CH:23]=[CH:22][N:21]=2)[C:26]2[CH:31]=[CH:30][CH:29]=[CH:28][N:27]=2)[CH2:12][C:13]2[CH:18]=[CH:17][CH:16]=[CH:15][N:14]=2)=[N:6][CH:5]=1. The yield is 0.810.